Dataset: Forward reaction prediction with 1.9M reactions from USPTO patents (1976-2016). Task: Predict the product of the given reaction. The product is: [NH2:1][C:2]1[C:9]([Br:10])=[CH:8][C:5]([C:6]#[N:7])=[CH:4][N:3]=1. Given the reactants [NH2:1][C:2]1[CH:9]=[CH:8][C:5]([C:6]#[N:7])=[CH:4][N:3]=1.[Br:10]Br, predict the reaction product.